This data is from Reaction yield outcomes from USPTO patents with 853,638 reactions. The task is: Predict the reaction yield, written as a fraction of the theoretical maximum amount of product (1.0 means a 100% yield; for example, 0.34 means a 34% yield). (1) The reactants are [C:1](/[C:3](=[C:7](\OCC)/[CH3:8])/[C:4](=[S:6])[NH2:5])#[N:2].[NH3:12]. The catalyst is CO. The product is [NH2:12]/[C:7](/[CH3:8])=[C:3](\[C:1]#[N:2])/[C:4](=[S:6])[NH2:5]. The yield is 0.630. (2) The reactants are I[C:2]1[CH:7]=[CH:6][C:5]([CH:8]([CH3:14])[C:9]([O:11][CH2:12][CH3:13])=[O:10])=[CH:4][C:3]=1[O:15][CH3:16].[CH3:17][N:18](C)C=O. The catalyst is C(OCC)(=O)C.[C-]#N.[Zn+2].[C-]#N.[Pd].C1(P(C2C=CC=CC=2)C2C=CC=CC=2)C=CC=CC=1.C1(P(C2C=CC=CC=2)C2C=CC=CC=2)C=CC=CC=1.C1(P(C2C=CC=CC=2)C2C=CC=CC=2)C=CC=CC=1.C1(P(C2C=CC=CC=2)C2C=CC=CC=2)C=CC=CC=1. The product is [C:17]([C:2]1[CH:7]=[CH:6][C:5]([CH:8]([CH3:14])[C:9]([O:11][CH2:12][CH3:13])=[O:10])=[CH:4][C:3]=1[O:15][CH3:16])#[N:18]. The yield is 0.510. (3) The product is [F:1][C:2]1[CH:7]=[CH:6][C:5]([C@@:8]([C:16]2[CH:21]=[C:20]([O:22][C:23]([F:27])([F:28])[CH:24]([F:26])[F:25])[CH:19]=[C:18]([F:29])[CH:17]=2)([NH2:30])[CH2:9][C:10]2[CH:11]=[CH:12][CH:13]=[CH:14][CH:15]=2)=[CH:4][C:3]=1[O:37][CH3:38]. The reactants are [F:1][C:2]1[CH:7]=[CH:6][C:5]([C@:8]([NH:30][S@@](C(C)(C)C)=O)([C:16]2[CH:21]=[C:20]([O:22][C:23]([F:28])([F:27])[CH:24]([F:26])[F:25])[CH:19]=[C:18]([F:29])[CH:17]=2)[CH2:9][C:10]2[CH:15]=[CH:14][CH:13]=[CH:12][CH:11]=2)=[CH:4][C:3]=1[O:37][CH3:38].Cl. The catalyst is CO. The yield is 0.590. (4) The reactants are [F:1][C:2]1[CH:32]=[CH:31][C:5]([CH2:6][NH:7][C:8]([C:10]2[N:11]=[C:12]3[N:17]([C:18](=[O:28])[C:19]=2[O:20][CH2:21][C:22]2[CH:27]=[CH:26][CH:25]=[CH:24][CH:23]=2)[CH2:16][CH2:15][O:14][C:13]3([CH3:30])[CH3:29])=[O:9])=[C:4](I)[CH:3]=1.C1(P(C2C=CC=CC=2)C2C=CC=CC=2)C=CC=CC=1.[CH3:53][Si:54]([C:57]#[CH:58])([CH3:56])[CH3:55]. The catalyst is CN(C)C=O.N1CCCCC1.C(OCC)(=O)C.Cl[Pd](Cl)([P](C1C=CC=CC=1)(C1C=CC=CC=1)C1C=CC=CC=1)[P](C1C=CC=CC=1)(C1C=CC=CC=1)C1C=CC=CC=1.[Cu]I. The product is [F:1][C:2]1[CH:32]=[CH:31][C:5]([CH2:6][NH:7][C:8]([C:10]2[N:11]=[C:12]3[N:17]([C:18](=[O:28])[C:19]=2[O:20][CH2:21][C:22]2[CH:27]=[CH:26][CH:25]=[CH:24][CH:23]=2)[CH2:16][CH2:15][O:14][C:13]3([CH3:30])[CH3:29])=[O:9])=[C:4]([C:58]#[C:57][Si:54]([CH3:56])([CH3:55])[CH3:53])[CH:3]=1. The yield is 0.630. (5) The reactants are [N:1]1[C:6]2[CH2:7][NH:8][CH2:9][C:5]=2[C:4]([O:10][C:11]2[CH:12]=[C:13]3[C:17](=[CH:18][CH:19]=2)[N:16]([C:20]([NH:22][C:23]2[CH:28]=[CH:27][CH:26]=[C:25]([C:29]([F:32])([F:31])[F:30])[CH:24]=2)=[O:21])[CH:15]=[CH:14]3)=[N:3][CH:2]=1.Br[CH2:34][C:35]([O:37]C(C)(C)C)=[O:36].CN([CH:45]=[O:46])C. No catalyst specified. The product is [C:45]([OH:46])([C:29]([F:32])([F:31])[F:30])=[O:36].[F:32][C:29]([F:31])([F:30])[C:25]1[CH:24]=[C:23]([NH:22][C:20]([N:16]2[C:17]3[C:13](=[CH:12][C:11]([O:10][C:4]4[C:5]5[CH2:9][N:8]([CH2:34][C:35]([OH:37])=[O:36])[CH2:7][C:6]=5[N:1]=[CH:2][N:3]=4)=[CH:19][CH:18]=3)[CH:14]=[CH:15]2)=[O:21])[CH:28]=[CH:27][CH:26]=1. The yield is 0.00100.